Dataset: Peptide-MHC class II binding affinity with 134,281 pairs from IEDB. Task: Regression. Given a peptide amino acid sequence and an MHC pseudo amino acid sequence, predict their binding affinity value. This is MHC class II binding data. (1) The peptide sequence is NRATWASHIHLVIHR. The MHC is DRB3_0101 with pseudo-sequence DRB3_0101. The binding affinity (normalized) is 0. (2) The peptide sequence is VARLRQNQIGSVRYQ. The MHC is DRB1_0101 with pseudo-sequence DRB1_0101. The binding affinity (normalized) is 0.313. (3) The peptide sequence is SQTEVKEEGKEELQE. The MHC is HLA-DQA10601-DQB10402 with pseudo-sequence HLA-DQA10601-DQB10402. The binding affinity (normalized) is 0.